From a dataset of Reaction yield outcomes from USPTO patents with 853,638 reactions. Predict the reaction yield, written as a fraction of the theoretical maximum amount of product (1.0 means a 100% yield; for example, 0.34 means a 34% yield). The reactants are [BH4-].[Na+].[CH3:3][N:4]1[C@@H:9]2[C@@H:10]3[O:12][C@H:11]3[C@H:5]1[CH2:6][C@@H:7]([O:13]C([C@@H](C1C=CC=CC=1)CO)=O)[CH2:8]2.Cl. The catalyst is C(O)C.C(OCC)C. The product is [CH3:3][N:4]1[CH:9]2[CH2:8][CH:7]([OH:13])[CH2:6][CH:5]1[CH:11]1[CH:10]2[O:12]1. The yield is 0.500.